Dataset: Catalyst prediction with 721,799 reactions and 888 catalyst types from USPTO. Task: Predict which catalyst facilitates the given reaction. (1) Reactant: C(NC(C)C)(C)C.C([Li])CCC.[Cl:13][C:14]1[CH:15]=[N:16][CH:17]=[CH:18][C:19]=1[Cl:20].CN([CH:24]=[O:25])C.[Cl-].[NH4+]. Product: [Cl:20][C:19]1[C:14]([Cl:13])=[CH:15][N:16]=[CH:17][C:18]=1[CH:24]=[O:25]. The catalyst class is: 1. (2) Reactant: [ClH:1].CO.[C:4]([C:6]1[CH:11]=[CH:10][C:9]([CH2:12][CH2:13][N:14]2[CH2:19][CH2:18][C:17]([CH2:21][O:22][C:23]3[CH:28]=[CH:27][C:26]([OH:29])=[CH:25][CH:24]=3)([OH:20])[CH2:16][CH2:15]2)=[CH:8][CH:7]=1)#[N:5]. Product: [ClH:1].[C:4]([C:6]1[CH:7]=[CH:8][C:9]([CH2:12][CH2:13][N:14]2[CH2:19][CH2:18][C:17]([CH2:21][O:22][C:23]3[CH:28]=[CH:27][C:26]([OH:29])=[CH:25][CH:24]=3)([OH:20])[CH2:16][CH2:15]2)=[CH:10][CH:11]=1)#[N:5]. The catalyst class is: 5. (3) Reactant: [Br:1][CH2:2][CH2:3][CH2:4][C:5]1[S:9][C:8]([C:10]([OH:12])=[O:11])=[CH:7][CH:6]=1.[Si](C=[N+]=[N-])(C)(C)[CH3:14]. Product: [Br:1][CH2:2][CH2:3][CH2:4][C:5]1[S:9][C:8]([C:10]([O:12][CH3:14])=[O:11])=[CH:7][CH:6]=1. The catalyst class is: 370. (4) Product: [CH:1]1([NH2:7])[CH2:6][CH2:5][CH2:4][CH2:3][CH2:2]1.[C:8]([O:12][C:13](=[O:35])[CH2:14][C@@H:15]([CH2:19][CH2:20][CH2:21][C:22]1[CH:27]=[CH:26][C:25]([C:28]2[CH:29]=[CH:30][CH:31]=[CH:32][CH:33]=2)=[C:24]([CH3:34])[CH:23]=1)[C:16]([OH:18])=[O:17])([CH3:10])([CH3:11])[CH3:9]. Reactant: [CH:1]1([NH2:7])[CH2:6][CH2:5][CH2:4][CH2:3][CH2:2]1.[C:8]([O:12][C:13](=[O:35])[CH2:14]/[C:15](=[CH:19]\[CH2:20][CH2:21][C:22]1[CH:27]=[CH:26][C:25]([C:28]2[CH:33]=[CH:32][CH:31]=[CH:30][CH:29]=2)=[C:24]([CH3:34])[CH:23]=1)/[C:16]([OH:18])=[O:17])([CH3:11])([CH3:10])[CH3:9].C(O)(=O)CC(CC(O)=O)(C(O)=O)O.C1(N)CCCCC1. The catalyst class is: 24. (5) Reactant: [OH:1][C:2]1[CH:12]=[CH:11][C:5]([C:6]([O:8][CH2:9]C)=[O:7])=[CH:4][CH:3]=1.C([O-])([O-])=O.[Cs+].[Cs+].[F:19][C:20]([F:30])([F:29])[C:21]1[CH:28]=[CH:27][C:24]([CH2:25]Br)=[CH:23][CH:22]=1. Product: [CH3:9][O:8][C:6](=[O:7])[C:5]1[CH:11]=[CH:12][C:2]([O:1][CH2:25][C:24]2[CH:23]=[CH:22][C:21]([C:20]([F:19])([F:29])[F:30])=[CH:28][CH:27]=2)=[CH:3][CH:4]=1. The catalyst class is: 21.